From a dataset of Human liver microsome stability data. Regression/Classification. Given a drug SMILES string, predict its absorption, distribution, metabolism, or excretion properties. Task type varies by dataset: regression for continuous measurements (e.g., permeability, clearance, half-life) or binary classification for categorical outcomes (e.g., BBB penetration, CYP inhibition). Dataset: hlm. (1) The compound is CCc1nn(CCN)c(CC)c1Oc1cc(C)cc(C#N)c1. The result is 0 (unstable in human liver microsomes). (2) The molecule is C1=CCOCc2cc(ccc2OCCN2CCCC2)Nc2nccc(n2)-c2coc(c2)COC1. The result is 0 (unstable in human liver microsomes). (3) The compound is NCc1ccc2c(c1)nc(Cn1c(=O)n(C3CC3)c(=O)c3ccccc31)n2CCCCO. The result is 0 (unstable in human liver microsomes). (4) The drug is CC(C)(C)c1ccc(-n2nnnc2SCC(=O)Nc2ccc(S(C)(=O)=O)cc2Cl)c(Cl)c1. The result is 0 (unstable in human liver microsomes). (5) The molecule is CC(C)[C@@H](NS(=O)(=O)c1ccc2c(c1)sc1cc(NC(=O)Nc3ccccc3)ccc12)C(=O)O. The result is 0 (unstable in human liver microsomes).